This data is from Catalyst prediction with 721,799 reactions and 888 catalyst types from USPTO. The task is: Predict which catalyst facilitates the given reaction. (1) Reactant: [CH3:1][C:2]([CH3:49])([CH3:48])[CH2:3][O:4][S:5]([C:8]1[CH:13]=[CH:12][C:11]([C:14]2[CH:23]=[CH:22][C:21]3[C:16](=[CH:17][CH:18]=[C:19]([O:24]CC4C=CC=CC=4)[CH:20]=3)[C:15]=2[O:32][C:33]2[CH:38]=[CH:37][C:36]([O:39][CH2:40][CH2:41][N:42]3[CH2:47][CH2:46][CH2:45][CH2:44][CH2:43]3)=[CH:35][CH:34]=2)=[CH:10][CH:9]=1)(=[O:7])=[O:6].C([O-])=O.[NH4+]. Product: [CH3:1][C:2]([CH3:49])([CH3:48])[CH2:3][O:4][S:5]([C:8]1[CH:9]=[CH:10][C:11]([C:14]2[CH:23]=[CH:22][C:21]3[C:16](=[CH:17][CH:18]=[C:19]([OH:24])[CH:20]=3)[C:15]=2[O:32][C:33]2[CH:38]=[CH:37][C:36]([O:39][CH2:40][CH2:41][N:42]3[CH2:47][CH2:46][CH2:45][CH2:44][CH2:43]3)=[CH:35][CH:34]=2)=[CH:12][CH:13]=1)(=[O:6])=[O:7]. The catalyst class is: 43. (2) Reactant: [CH2:1]([OH:4])[CH2:2][OH:3].[H-].[Na+].Cl[C:8]1[C:9]([CH3:15])=[N:10][CH:11]=[C:12]([CH3:14])[N:13]=1. Product: [CH3:14][C:12]1[C:11]([O:3][CH2:2][CH2:1][OH:4])=[N:10][C:9]([CH3:15])=[CH:8][N:13]=1. The catalyst class is: 3.